The task is: Predict the reactants needed to synthesize the given product.. This data is from Full USPTO retrosynthesis dataset with 1.9M reactions from patents (1976-2016). (1) The reactants are: [F:1][C:2]1[CH:3]=[C:4]([CH:15]=[C:16]([F:23])[C:17]=1[NH:18][S:19]([CH3:22])(=[O:21])=[O:20])[CH2:5][NH:6][C:7]([C:9]1[S:10][C:11](Br)=[CH:12][CH:13]=1)=[O:8].[F:24][C:25]([F:36])([F:35])[C:26]1[CH:31]=[CH:30][C:29](B(O)O)=[CH:28][CH:27]=1.C([O-])([O-])=O.[Na+].[Na+].CCO. Given the product [F:1][C:2]1[CH:3]=[C:4]([CH:15]=[C:16]([F:23])[C:17]=1[NH:18][S:19]([CH3:22])(=[O:21])=[O:20])[CH2:5][NH:6][C:7]([C:9]1[S:10][C:11]([C:29]2[CH:30]=[CH:31][C:26]([C:25]([F:36])([F:35])[F:24])=[CH:27][CH:28]=2)=[CH:12][CH:13]=1)=[O:8], predict the reactants needed to synthesize it. (2) Given the product [CH:20]1([O:19][C:18]2[C:13]3[CH:12]=[CH:11][NH:10][C:14]=3[N:15]=[CH:16][N:17]=2)[CH2:21][CH2:22][CH2:23][CH2:24][CH2:25]1, predict the reactants needed to synthesize it. The reactants are: N.[Na].C([N:10]1[C:14]2[N:15]=[CH:16][N:17]=[C:18]([O:19][CH:20]3[CH2:25][CH2:24][CH2:23][CH2:22][CH2:21]3)[C:13]=2[CH:12]=[CH:11]1)C1C=CC=CC=1. (3) Given the product [CH3:23][O:24][CH2:25][CH:26]1[CH2:31][CH2:30][CH:29]([N:1]2[CH2:2][CH:3]([NH:5][C:6](=[O:22])[CH2:7][NH:8][C:9]3[C:17]4[C:12](=[CH:13][CH:14]=[C:15]([C:18]([F:20])([F:19])[F:21])[CH:16]=4)[NH:11][N:10]=3)[CH2:4]2)[CH2:28][CH2:27]1, predict the reactants needed to synthesize it. The reactants are: [NH:1]1[CH2:4][CH:3]([NH:5][C:6](=[O:22])[CH2:7][NH:8][C:9]2[C:17]3[C:12](=[CH:13][CH:14]=[C:15]([C:18]([F:21])([F:20])[F:19])[CH:16]=3)[NH:11][N:10]=2)[CH2:2]1.[CH3:23][O:24][CH2:25][CH:26]1[CH2:31][CH2:30][C:29](=O)[CH2:28][CH2:27]1.C(I)C.